From a dataset of Reaction yield outcomes from USPTO patents with 853,638 reactions. Predict the reaction yield, written as a fraction of the theoretical maximum amount of product (1.0 means a 100% yield; for example, 0.34 means a 34% yield). The reactants are [F:1][C:2]1[CH:7]=[CH:6][C:5]([F:8])=[CH:4][C:3]=1[C@H:9]1[CH2:13][CH2:12][CH2:11][N:10]1[C:14]1[CH:19]=[CH:18][N:17]2[N:20]=[CH:21][C:22]([NH2:23])=[C:16]2[N:15]=1.Cl[C:25](=[O:30])[C:26](OC)=[O:27].C[CH2:32][N:33](C(C)C)[CH:34](C)C.CNC. The catalyst is C(Cl)Cl. The product is [F:1][C:2]1[CH:7]=[CH:6][C:5]([F:8])=[CH:4][C:3]=1[C@H:9]1[CH2:13][CH2:12][CH2:11][N:10]1[C:14]1[CH:19]=[CH:18][N:17]2[N:20]=[CH:21][C:22]([NH:23][C:25](=[O:30])[C:26]([N:33]([CH3:34])[CH3:32])=[O:27])=[C:16]2[N:15]=1. The yield is 0.730.